From a dataset of Reaction yield outcomes from USPTO patents with 853,638 reactions. Predict the reaction yield, written as a fraction of the theoretical maximum amount of product (1.0 means a 100% yield; for example, 0.34 means a 34% yield). (1) The reactants are [C:1](OC(=O)C)(=[O:3])[CH3:2].[NH2:8][C@H:9]1[CH2:14][CH2:13][CH2:12][C@H:11]([C:15]([O:17][CH3:18])=[O:16])[CH2:10]1. The catalyst is N1C=CC=CC=1. The product is [C:1]([NH:8][C@H:9]1[CH2:14][CH2:13][CH2:12][C@H:11]([C:15]([O:17][CH3:18])=[O:16])[CH2:10]1)(=[O:3])[CH3:2]. The yield is 0.690. (2) The reactants are C1(S([C:10]2[CH:11]3[CH2:21][CH2:20][CH:18]([CH:19]=2)[C:17]2[C:12]3=[CH:13][CH:14]=[CH:15][CH:16]=2)(=O)=O)C=CC=CC=1.[N+:22]([CH2:24][C:25]([O:27][CH2:28][CH3:29])=[O:26])#[C-:23].C(O[K])(C)(C)C.Cl. The catalyst is C1COCC1. The product is [CH2:28]([O:27][C:25]([C:24]1[NH:22][CH:23]=[C:19]2[C:10]=1[CH:11]1[CH2:21][CH2:20][CH:18]2[C:17]2[CH:16]=[CH:15][CH:14]=[CH:13][C:12]=21)=[O:26])[CH3:29]. The yield is 0.910. (3) The reactants are [CH:1]12[CH2:6][CH:5]1[CH2:4][N:3]([C:7]1[N:12]=[C:11]([NH:13][CH2:14][C:15]3[CH:20]=[CH:19][C:18]([O:21][CH3:22])=[C:17]([Cl:23])[CH:16]=3)[C:10]([C:24](O)=[O:25])=[CH:9][N:8]=1)[CH2:2]2.[F:27][C:28]1[CH:35]=[CH:34][C:31]([CH2:32][NH2:33])=[CH:30][CH:29]=1.C(N(CC)CC)C.CN(C(ON1N=NC2C=CC=NC1=2)=[N+](C)C)C.F[P-](F)(F)(F)(F)F. The catalyst is C1COCC1. The product is [CH:1]12[CH2:6][CH:5]1[CH2:4][N:3]([C:7]1[N:12]=[C:11]([NH:13][CH2:14][C:15]3[CH:20]=[CH:19][C:18]([O:21][CH3:22])=[C:17]([Cl:23])[CH:16]=3)[C:10]([C:24]([NH:33][CH2:32][C:31]3[CH:34]=[CH:35][C:28]([F:27])=[CH:29][CH:30]=3)=[O:25])=[CH:9][N:8]=1)[CH2:2]2. The yield is 0.160. (4) The reactants are C[C:2]1[C:9]([OH:10])=[C:8]([O:11][C:12]2[CH:17]=[CH:16][C:15]([B:18]3[O:22][C:21](C)(C)C(C)(C)[O:19]3)=[C:14](C=O)[CH:13]=2)[CH:7]=[CH:6][C:3]=1[C:4]#[N:5].[BH4-].[Na+]. The catalyst is CO. The product is [C:4]([C:3]1[CH:6]=[CH:7][C:8]([O:11][C:12]2[CH:13]=[CH:14][C:15]3[B:18]([OH:19])[O:22][CH2:21][C:16]=3[CH:17]=2)=[C:9]([OH:10])[CH:2]=1)#[N:5]. The yield is 0.630. (5) The reactants are Br[C:2]1[O:14][C:5]2[N:6]=[C:7]([S:12][CH3:13])[N:8]([CH3:11])[C:9](=[O:10])[C:4]=2[C:3]=1[C:15]1[CH:20]=[CH:19][CH:18]=[CH:17][CH:16]=1.CC1(C)C(C)(C)OB([C:29]2[CH:34]=[CH:33][C:32]([C:35]3([NH:39][C:40](=[O:46])[O:41][C:42]([CH3:45])([CH3:44])[CH3:43])[CH2:38][CH2:37][CH2:36]3)=[CH:31][CH:30]=2)O1.C(=O)([O-])[O-].[K+].[K+]. The catalyst is COCCOC.O.C(OCC)(=O)C.C1C=CC([P]([Pd]([P](C2C=CC=CC=2)(C2C=CC=CC=2)C2C=CC=CC=2)([P](C2C=CC=CC=2)(C2C=CC=CC=2)C2C=CC=CC=2)[P](C2C=CC=CC=2)(C2C=CC=CC=2)C2C=CC=CC=2)(C2C=CC=CC=2)C2C=CC=CC=2)=CC=1. The product is [CH3:11][N:8]1[C:9](=[O:10])[C:4]2[C:3]([C:15]3[CH:20]=[CH:19][CH:18]=[CH:17][CH:16]=3)=[C:2]([C:29]3[CH:30]=[CH:31][C:32]([C:35]4([NH:39][C:40](=[O:46])[O:41][C:42]([CH3:44])([CH3:43])[CH3:45])[CH2:36][CH2:37][CH2:38]4)=[CH:33][CH:34]=3)[O:14][C:5]=2[N:6]=[C:7]1[S:12][CH3:13]. The yield is 0.970.